The task is: Predict the reaction yield, written as a fraction of the theoretical maximum amount of product (1.0 means a 100% yield; for example, 0.34 means a 34% yield).. This data is from Reaction yield outcomes from USPTO patents with 853,638 reactions. The catalyst is C1CCCCC1.C12(CS(O)(=O)=O)C(C)(C)C(CC1)CC2=O. The reactants are [OH:1][CH2:2][C@@:3]1([C:8]([O:10][CH2:11][CH3:12])=[O:9])[CH2:5][C@H:4]1[CH2:6][OH:7].CO[CH:15](OC)[C:16]1[CH:21]=[CH:20][CH:19]=[CH:18][CH:17]=1. The product is [C:16]1([CH:15]2[O:7][CH2:6][C@H:4]3[C@:3]([C:8]([O:10][CH2:11][CH3:12])=[O:9])([CH2:5]3)[CH2:2][O:1]2)[CH:21]=[CH:20][CH:19]=[CH:18][CH:17]=1. The yield is 0.645.